From a dataset of Forward reaction prediction with 1.9M reactions from USPTO patents (1976-2016). Predict the product of the given reaction. (1) Given the reactants Br[CH2:2][C:3]1[N:4]([C:34]2[CH:39]=[CH:38][C:37]([N+:40]([O-:42])=[O:41])=[CH:36][CH:35]=2)[N:5]=[C:6]2[C:11]=1[C:10](=[O:12])[N:9]([C:13]1[N:14]=[N:15][C:16]([O:19][CH3:20])=[CH:17][CH:18]=1)[C:8](=[O:21])[N:7]2[CH2:22][C:23]1[C:28]([C:29]([F:32])([F:31])[F:30])=[CH:27][CH:26]=[CH:25][C:24]=1[F:33].[CH3:43][NH:44][CH3:45], predict the reaction product. The product is: [CH3:43][N:44]([CH2:2][C:3]1[N:4]([C:34]2[CH:39]=[CH:38][C:37]([N+:40]([O-:42])=[O:41])=[CH:36][CH:35]=2)[N:5]=[C:6]2[C:11]=1[C:10](=[O:12])[N:9]([C:13]1[N:14]=[N:15][C:16]([O:19][CH3:20])=[CH:17][CH:18]=1)[C:8](=[O:21])[N:7]2[CH2:22][C:23]1[C:28]([C:29]([F:32])([F:31])[F:30])=[CH:27][CH:26]=[CH:25][C:24]=1[F:33])[CH3:45].[CH3:43][N:44]([CH2:2][C:3]1[N:4]([C:37]2([N+:40]([O-:42])=[O:41])[CH:36]=[CH:35][CH:34]=[CH:39][CH2:38]2)[N:5]=[C:6]2[C:11]=1[C:10](=[O:12])[N:9]([C:13]1[N:14]=[N:15][C:16]([O:19][CH3:20])=[CH:17][CH:18]=1)[C:8](=[O:21])[N:7]2[CH2:22][C:23]1[C:28]([C:29]([F:30])([F:32])[F:31])=[CH:27][CH:26]=[CH:25][C:24]=1[F:33])[CH3:45]. (2) Given the reactants Cl.[NH:2]1[CH2:7][CH2:6][CH:5]([NH:8][C:9]([C:11]2[C:15]3[N:16]=[CH:17][N:18]=[C:19]([C:20]4[C:28]5[O:27][CH2:26][O:25][C:24]=5[CH:23]=[CH:22][C:21]=4[O:29][CH2:30][CH:31]4[CH2:33][CH2:32]4)[C:14]=3[NH:13][CH:12]=2)=[O:10])[CH2:4][CH2:3]1.[C:34](Cl)(=[O:36])[CH3:35], predict the reaction product. The product is: [C:34]([N:2]1[CH2:7][CH2:6][CH:5]([NH:8][C:9]([C:11]2[C:15]3[N:16]=[CH:17][N:18]=[C:19]([C:20]4[C:28]5[O:27][CH2:26][O:25][C:24]=5[CH:23]=[CH:22][C:21]=4[O:29][CH2:30][CH:31]4[CH2:32][CH2:33]4)[C:14]=3[NH:13][CH:12]=2)=[O:10])[CH2:4][CH2:3]1)(=[O:36])[CH3:35]. (3) Given the reactants [SH2:1].C([S:4][C:5](=N)[C:6]1[CH:11]=[CH:10][CH:9]=[C:8]([Cl:12])[C:7]=1[CH2:13][CH2:14][C:15]1[CH:20]=[C:19]([Br:21])[CH:18]=[CH:17][C:16]=1[O:22][CH3:23])C.Cl.CCOCC, predict the reaction product. The product is: [Br:21][C:19]1[CH:18]=[CH:17][C:16]([O:22][CH3:23])=[C:15]([CH2:14][CH2:13][C:7]2[C:8]([Cl:12])=[CH:9][CH:10]=[CH:11][C:6]=2[C:5]([SH:4])=[S:1])[CH:20]=1. (4) Given the reactants [NH2:1][C:2]1[CH:7]=[CH:6][C:5]([O:8][CH3:9])=[CH:4][C:3]=1[C:10]([C:12]1[CH:17]=[CH:16][C:15]([CH:18]([CH3:20])[CH3:19])=[CH:14][CH:13]=1)=[O:11].C(N(CC)C(C)C)(C)C.[Cl:30][C:31]1[CH:32]=[C:33]([CH:36]=[CH:37][CH:38]=1)[CH2:34]Br, predict the reaction product. The product is: [Cl:30][C:31]1[CH:32]=[C:33]([CH:36]=[CH:37][CH:38]=1)[CH2:34][NH:1][C:2]1[CH:7]=[CH:6][C:5]([O:8][CH3:9])=[CH:4][C:3]=1[C:10]([C:12]1[CH:17]=[CH:16][C:15]([CH:18]([CH3:20])[CH3:19])=[CH:14][CH:13]=1)=[O:11].